This data is from Peptide-MHC class I binding affinity with 185,985 pairs from IEDB/IMGT. The task is: Regression. Given a peptide amino acid sequence and an MHC pseudo amino acid sequence, predict their binding affinity value. This is MHC class I binding data. (1) The peptide sequence is QCFSVVLRY. The MHC is HLA-A02:19 with pseudo-sequence HLA-A02:19. The binding affinity (normalized) is 0.0847. (2) The peptide sequence is ALGYTTEEI. The MHC is HLA-A31:01 with pseudo-sequence HLA-A31:01. The binding affinity (normalized) is 0.0847.